Task: Predict which catalyst facilitates the given reaction.. Dataset: Catalyst prediction with 721,799 reactions and 888 catalyst types from USPTO (1) Reactant: [CH3:1][C@@:2]1([C:13]([OH:15])=O)[CH2:6][CH2:5][C@H:4]([C:7](=[O:10])[NH:8][CH3:9])[C:3]1([CH3:12])[CH3:11].C(Cl)(=O)C. Product: [CH3:1][C@:2]12[C:3]([CH3:12])([CH3:11])[CH:4]([CH2:5][CH2:6]1)[C:7](=[O:10])[N:8]([CH3:9])[C:13]2=[O:15]. The catalyst class is: 13. (2) Reactant: [CH2:1]([O:8][CH2:9][CH2:10][N:11]([C:19]1[S:20][C@H:21]2[O:27][C@H:26]([CH2:28][O:29][Si](C(C)(C)C)(C)C)[C@@H:25]([O:37][CH2:38][C:39]3[CH:44]=[CH:43][C:42]([O:45][CH3:46])=[CH:41][CH:40]=3)[C@H:24]([O:47][CH2:48][C:49]3[CH:54]=[CH:53][C:52]([O:55][CH3:56])=[CH:51][CH:50]=3)[C@H:22]2[N:23]=1)[C:12](=[O:18])[O:13][C:14]([CH3:17])([CH3:16])[CH3:15])[C:2]1[CH:7]=[CH:6][CH:5]=[CH:4][CH:3]=1.CCCC[N+](CCCC)(CCCC)CCCC.[F-]. Product: [C:14]([O:13][C:12](=[O:18])[N:11]([CH2:10][CH2:9][O:8][CH2:1][C:2]1[CH:7]=[CH:6][CH:5]=[CH:4][CH:3]=1)[C:19]1[S:20][C@H:21]2[O:27][C@H:26]([CH2:28][OH:29])[C@@H:25]([O:37][CH2:38][C:39]3[CH:40]=[CH:41][C:42]([O:45][CH3:46])=[CH:43][CH:44]=3)[C@H:24]([O:47][CH2:48][C:49]3[CH:50]=[CH:51][C:52]([O:55][CH3:56])=[CH:53][CH:54]=3)[C@H:22]2[N:23]=1)([CH3:17])([CH3:15])[CH3:16]. The catalyst class is: 1. (3) Reactant: [C:1]([CH:4]1[CH2:9][CH2:8][N:7]([C:10]2[N:19]=[C:18]([NH:20][CH2:21][C:22]3[CH:27]=[CH:26][C:25]4[O:28][CH2:29][O:30][C:24]=4[CH:23]=3)[C:17]3[C:12](=[CH:13][CH:14]=[C:15]([Cl:31])[CH:16]=3)[N:11]=2)[CH2:6][CH2:5]1)([OH:3])=[O:2].[CH3:32][S:33]([OH:36])(=[O:35])=[O:34]. Product: [CH3:32][S:33]([OH:36])(=[O:35])=[O:34].[C:1]([CH:4]1[CH2:9][CH2:8][N:7]([C:10]2[N:19]=[C:18]([NH:20][CH2:21][C:22]3[CH:27]=[CH:26][C:25]4[O:28][CH2:29][O:30][C:24]=4[CH:23]=3)[C:17]3[C:12](=[CH:13][CH:14]=[C:15]([Cl:31])[CH:16]=3)[N:11]=2)[CH2:6][CH2:5]1)([OH:3])=[O:2]. The catalyst class is: 214. (4) Reactant: C(Cl)(=O)C(Cl)=O.CS(C)=O.[CH3:11][O:12][CH2:13][CH2:14][CH2:15][CH2:16][CH2:17][O:18][C:19]1[CH:27]=[CH:26][C:22]([CH2:23][CH2:24][OH:25])=[CH:21][CH:20]=1.C(N(CC)CC)C. Product: [CH3:11][O:12][CH2:13][CH2:14][CH2:15][CH2:16][CH2:17][O:18][C:19]1[CH:27]=[CH:26][C:22]([CH2:23][CH:24]=[O:25])=[CH:21][CH:20]=1. The catalyst class is: 4. (5) Reactant: CC(O)=O.[NH2:5][C:6]1[CH:7]=[C:8]2[C:13](=[CH:14][CH:15]=1)[N:12]=[C:11]([CH3:16])[C:10]([C:17]([O:19][CH3:20])=[O:18])=[C:9]2[C:21]1[CH:26]=[CH:25][CH:24]=[CH:23][CH:22]=1.[CH2:27]1[C:35]2[C:30](=[CH:31][CH:32]=[CH:33][CH:34]=2)[CH2:29][C:28]1=O.[BH-](OC(C)=O)(OC(C)=O)OC(C)=O.[Na+]. Product: [CH2:27]1[C:35]2[C:30](=[CH:31][CH:32]=[CH:33][CH:34]=2)[CH2:29][CH:28]1[NH:5][C:6]1[CH:7]=[C:8]2[C:13](=[CH:14][CH:15]=1)[N:12]=[C:11]([CH3:16])[C:10]([C:17]([O:19][CH3:20])=[O:18])=[C:9]2[C:21]1[CH:22]=[CH:23][CH:24]=[CH:25][CH:26]=1. The catalyst class is: 26. (6) Reactant: [C:1]([O:4][C@H:5]([C:42]1[CH:47]=[CH:46][C:45]([F:48])=[CH:44][CH:43]=1)[CH2:6][CH2:7][C@H:8]1[C:11](=[O:12])[N:10]([C:13]2[CH:18]=[CH:17][C:16]([CH2:19][CH2:20][CH2:21][NH:22][S:23]([CH3:26])(=[O:25])=[O:24])=[CH:15][CH:14]=2)[C@@H:9]1[C:27]1[CH:32]=[CH:31][C:30]([OH:33])=[CH:29][C:28]=1[O:34][CH2:35][C:36]1[CH:41]=[CH:40][CH:39]=[CH:38][CH:37]=1)(=[O:3])[CH3:2].N1C=CC=CC=1.[S:55](O[S:55]([C:58]([F:61])([F:60])[F:59])(=[O:57])=[O:56])([C:58]([F:61])([F:60])[F:59])(=[O:57])=[O:56]. Product: [C:1]([O:4][C@H:5]([C:42]1[CH:43]=[CH:44][C:45]([F:48])=[CH:46][CH:47]=1)[CH2:6][CH2:7][C@H:8]1[C:11](=[O:12])[N:10]([C:13]2[CH:14]=[CH:15][C:16]([CH2:19][CH2:20][CH2:21][NH:22][S:23]([CH3:26])(=[O:25])=[O:24])=[CH:17][CH:18]=2)[C@@H:9]1[C:27]1[CH:32]=[CH:31][C:30]([O:33][S:55]([C:58]([F:61])([F:60])[F:59])(=[O:57])=[O:56])=[CH:29][C:28]=1[O:34][CH2:35][C:36]1[CH:41]=[CH:40][CH:39]=[CH:38][CH:37]=1)(=[O:3])[CH3:2]. The catalyst class is: 2.